Dataset: Full USPTO retrosynthesis dataset with 1.9M reactions from patents (1976-2016). Task: Predict the reactants needed to synthesize the given product. Given the product [O:33]=[C:14]1[C:15]2([C:25]3=[CH:26][C:27]4[O:31][CH2:30][O:29][C:28]=4[CH:32]=[C:24]3[O:23][CH2:22]2)[C:16]2[C:21](=[CH:20][CH:19]=[CH:18][CH:17]=2)[N:13]1[CH2:2][C:3]#[N:4], predict the reactants needed to synthesize it. The reactants are: Cl[CH2:2][C:3]#[N:4].BrCC1CCCCO1.[NH:13]1[C:21]2[C:16](=[CH:17][CH:18]=[CH:19][CH:20]=2)[C:15]2([C:25]3=[CH:26][C:27]4[O:31][CH2:30][O:29][C:28]=4[CH:32]=[C:24]3[O:23][CH2:22]2)[C:14]1=[O:33].